This data is from Forward reaction prediction with 1.9M reactions from USPTO patents (1976-2016). The task is: Predict the product of the given reaction. (1) Given the reactants [NH:1](C(OC(C)(C)C)=O)[C@H:2]([C:7]([NH:9][C@H:10]([C:15]([NH:17][C@H:18]([C:34]([NH:36][C@H:37]([C:42]([NH:44][C@H:45]([C:50]([O:52][CH3:53])=[O:51])[CH2:46][CH:47]([CH3:49])[CH3:48])=[O:43])[CH2:38][CH:39]([CH3:41])[CH3:40])=[O:35])[CH2:19][CH2:20][CH2:21][CH2:22][NH:23][C:24]([O:26][CH2:27][C:28]1[CH:33]=[CH:32][CH:31]=[CH:30][CH:29]=1)=[O:25])=[O:16])[CH2:11][CH:12]([CH3:14])[CH3:13])=[O:8])[CH2:3][CH:4]([CH3:6])[CH3:5].[ClH:61], predict the reaction product. The product is: [NH2:1][C@H:2]([C:7]([NH:9][C@H:10]([C:15]([NH:17][C@H:18]([C:34]([NH:36][C@H:37]([C:42]([NH:44][C@H:45]([C:50]([O:52][CH3:53])=[O:51])[CH2:46][CH:47]([CH3:49])[CH3:48])=[O:43])[CH2:38][CH:39]([CH3:40])[CH3:41])=[O:35])[CH2:19][CH2:20][CH2:21][CH2:22][NH:23][C:24]([O:26][CH2:27][C:28]1[CH:29]=[CH:30][CH:31]=[CH:32][CH:33]=1)=[O:25])=[O:16])[CH2:11][CH:12]([CH3:14])[CH3:13])=[O:8])[CH2:3][CH:4]([CH3:6])[CH3:5].[ClH:61]. (2) Given the reactants [NH2:1][C:2]1[C:11]2[CH:10]=[CH:9][C:8]([F:12])=[C:7](Br)[C:6]=2[N:5]=[C:4]2[CH2:14][N:15]([CH2:18][CH3:19])[C:16](=[O:17])[C:3]=12.[Cl:20][C:21]1[CH:22]=[CH:23][C:24]([O:30][CH3:31])=[C:25](B(O)O)[CH:26]=1, predict the reaction product. The product is: [NH2:1][C:2]1[C:11]2[CH:10]=[CH:9][C:8]([F:12])=[C:7]([C:23]3[CH:22]=[C:21]([Cl:20])[CH:26]=[CH:25][C:24]=3[O:30][CH3:31])[C:6]=2[N:5]=[C:4]2[CH2:14][N:15]([CH2:18][CH3:19])[C:16](=[O:17])[C:3]=12. (3) Given the reactants [F:1][C:2]([F:15])([F:14])[C:3]([NH:5][C:6]1[CH:11]=[CH:10][C:9]([O:12][CH3:13])=[CH:8][CH:7]=1)=O.B, predict the reaction product. The product is: [CH3:13][O:12][C:9]1[CH:10]=[CH:11][C:6]([NH:5][CH2:3][C:2]([F:1])([F:14])[F:15])=[CH:7][CH:8]=1. (4) Given the reactants [C:1]1(=[O:8])[O:7]CCC[CH2:3][CH2:2]1.[C:9]([O:13][CH2:14][CH2:15]O)(=[O:12])C=C.C(OC(=O)CCCCC)C.[Bi].C(O[N:33]=C=O)(=O)C=C.[N-]=C=O, predict the reaction product. The product is: [C:1]([OH:8])(=[O:7])[CH:2]=[CH2:3].[NH2:33][C:9]([O:13][CH2:14][CH3:15])=[O:12]. (5) Given the reactants [O:1]=[C:2]1[CH2:7][N:6]([C:8]2[CH:13]=[CH:12][CH:11]=[C:10]([O:14][C:15]([F:18])([F:17])[F:16])[CH:9]=2)[CH2:5][CH2:4][N:3]1[CH2:19][C:20](O)=[O:21].[F:23][C:24]([F:29])([F:28])[C:25]([OH:27])=[O:26].[NH2:30][C:31]1[N:36]=[N:35][C:34]([CH2:37][CH2:38][CH2:39][CH2:40][N:41]2[CH:45]=[C:44]([C:46]([NH:48][CH3:49])=[O:47])[N:43]=[N:42]2)=[CH:33][CH:32]=1.C(P1(=O)OP(CCC)(=O)OP(CCC)(=O)O1)CC.N1C=CC=CC=1, predict the reaction product. The product is: [F:23][C:24]([F:29])([F:28])[C:25]([OH:27])=[O:26].[CH3:49][NH:48][C:46]([C:44]1[N:43]=[N:42][N:41]([CH2:40][CH2:39][CH2:38][CH2:37][C:34]2[N:35]=[N:36][C:31]([NH:30][C:20](=[O:21])[CH2:19][N:3]3[CH2:4][CH2:5][N:6]([C:8]4[CH:13]=[CH:12][CH:11]=[C:10]([O:14][C:15]([F:18])([F:16])[F:17])[CH:9]=4)[CH2:7][C:2]3=[O:1])=[CH:32][CH:33]=2)[CH:45]=1)=[O:47]. (6) The product is: [C:37]([OH:42])(=[O:41])[C:38]([OH:40])=[O:39].[CH3:9][CH:6]([OH:5])[CH3:7]. Given the reactants C[Li].C([O:5][CH2:6][CH3:7])C.N1(CC(N2CCC(/C=C/C3C=CC(C(OC)=O)=CC=3)CC2)=O)CCOC[CH2:9]1.[Cl-].[NH4+].[C:37]([OH:42])(=[O:41])[C:38]([OH:40])=[O:39], predict the reaction product. (7) Given the reactants [CH3:1][S:2]([C:5]1[CH:10]=[CH:9][C:8]([C:11]2[CH:16]=[CH:15][C:14]([CH2:17]O)=[CH:13][CH:12]=2)=[CH:7][CH:6]=1)(=[O:4])=[O:3].[Br:19][Si](C)(C)C, predict the reaction product. The product is: [Br:19][CH2:17][C:14]1[CH:15]=[CH:16][C:11]([C:8]2[CH:9]=[CH:10][C:5]([S:2]([CH3:1])(=[O:4])=[O:3])=[CH:6][CH:7]=2)=[CH:12][CH:13]=1. (8) The product is: [C:1]([O:5][C:6](=[O:7])[NH:8][CH:9]1[CH2:13][CH2:12][C@:11]([CH2:17][O:18][CH2:19][CH3:20])([C:14]([N:34]2[CH2:35][CH2:36][N:31]([C:27]3[CH:26]=[C:25]([C:24]([F:38])([F:23])[F:37])[CH:30]=[CH:29][N:28]=3)[CH2:32][CH2:33]2)=[O:16])[CH2:10]1)([CH3:2])([CH3:3])[CH3:4]. Given the reactants [C:1]([O:5][C:6]([NH:8][CH:9]1[CH2:13][CH2:12][C@:11]([CH2:17][O:18][CH2:19][CH3:20])([C:14]([OH:16])=O)[CH2:10]1)=[O:7])([CH3:4])([CH3:3])[CH3:2].Cl.Cl.[F:23][C:24]([F:38])([F:37])[C:25]1[CH:30]=[CH:29][N:28]=[C:27]([N:31]2[CH2:36][CH2:35][NH:34][CH2:33][CH2:32]2)[CH:26]=1.C(N(CC)CC)C.F[P-](F)(F)(F)(F)F.N1(OC(N(C)C)=[N+](C)C)C2C=CC=CC=2N=N1, predict the reaction product. (9) Given the reactants [CH2:1]([S:3][C:4]1[CH:9]=[CH:8][C:7]([S:10]([NH2:13])(=[O:12])=[O:11])=[CH:6][C:5]=1[N:14]=[C:15]=[S:16])[CH3:2].[NH3:17].CO, predict the reaction product. The product is: [CH2:1]([S:3][C:4]1[CH:9]=[CH:8][C:7]([S:10]([NH2:13])(=[O:11])=[O:12])=[CH:6][C:5]=1[NH:14][C:15]([NH2:17])=[S:16])[CH3:2].